This data is from Full USPTO retrosynthesis dataset with 1.9M reactions from patents (1976-2016). The task is: Predict the reactants needed to synthesize the given product. Given the product [Br:1][C:2]1[C:3]([N:22]2[CH2:27][CH2:26][CH2:25][C@@H:24]([NH:28][C:29](=[O:35])[O:30][C:31]([CH3:33])([CH3:32])[CH3:34])[CH2:23]2)=[C:4]2[C:10]([NH:11][C:12]([C:14]3[CH:19]=[N:18][C:17]([CH3:20])=[CH:16][N:15]=3)=[O:13])=[CH:9][NH:8][C:5]2=[N:6][CH:7]=1, predict the reactants needed to synthesize it. The reactants are: [Br:1][C:2]1[C:3](F)=[C:4]2[C:10]([NH:11][C:12]([C:14]3[CH:19]=[N:18][C:17]([CH3:20])=[CH:16][N:15]=3)=[O:13])=[CH:9][NH:8][C:5]2=[N:6][CH:7]=1.[NH:22]1[CH2:27][CH2:26][CH2:25][C@@H:24]([NH:28][C:29](=[O:35])[O:30][C:31]([CH3:34])([CH3:33])[CH3:32])[CH2:23]1.